The task is: Predict the reaction yield, written as a fraction of the theoretical maximum amount of product (1.0 means a 100% yield; for example, 0.34 means a 34% yield).. This data is from Reaction yield outcomes from USPTO patents with 853,638 reactions. (1) The reactants are [NH2:1][CH2:2][C@H:3]([CH3:31])[O:4][C:5]1[CH:14]=[CH:13][CH:12]=[C:11]2[C:6]=1[C:7]([NH:15][C:16]1[CH:21]=[CH:20][C:19]([O:22][CH2:23][C:24]3[CH:29]=[CH:28][CH:27]=[CH:26][N:25]=3)=[C:18]([Cl:30])[CH:17]=1)=[N:8][CH:9]=[N:10]2.[OH:32][C@@H:33]1[CH2:38][CH2:37][O:36][C:34]1=[O:35]. No catalyst specified. The product is [Cl:30][C:18]1[CH:17]=[C:16]([NH:15][C:7]2[C:6]3[C:11](=[CH:12][CH:13]=[CH:14][C:5]=3[O:4][C@@H:3]([CH3:31])[CH2:2][NH:1][C:34](=[O:35])[C@H:33]([OH:32])[CH2:38][CH2:37][OH:36])[N:10]=[CH:9][N:8]=2)[CH:21]=[CH:20][C:19]=1[O:22][CH2:23][C:24]1[CH:29]=[CH:28][CH:27]=[CH:26][N:25]=1. The yield is 0.620. (2) The reactants are [F:1][C:2]([F:12])([F:11])[CH2:3][O:4][C:5]1[CH:9]=[C:8]([NH2:10])[NH:7][N:6]=1.[C:13](OCC)(=[O:18])[CH2:14][C:15]([CH3:17])=O. The catalyst is C(O)(=O)C. The product is [F:12][C:2]([F:1])([F:11])[CH2:3][O:4][C:5]1[CH:9]=[C:8]2[N:10]=[C:15]([CH3:17])[CH:14]=[C:13]([OH:18])[N:7]2[N:6]=1. The yield is 0.0700. (3) The reactants are [CH2:1]([S:3]([C:6]1[CH:14]=[CH:13][C:9]([C:10]([OH:12])=O)=[CH:8][CH:7]=1)(=[O:5])=[O:4])[CH3:2].C1N=CN(C(N2C=NC=C2)=O)C=1.CS(O)(=O)=O.[NH2:32][CH2:33][C:34]1[CH:35]=[C:36]2[C:40](=[CH:41][CH:42]=1)[C:39](=[O:43])[N:38]([CH:44]1[CH2:49][CH2:48][C:47](=[O:50])[NH:46][C:45]1=[O:51])[C:37]2=[O:52].CCOC(C)=O. The catalyst is CN(C)C=O. The product is [O:51]=[C:45]1[CH:44]([N:38]2[C:37](=[O:52])[C:36]3[C:40](=[CH:41][CH:42]=[C:34]([CH2:33][NH:32][C:10](=[O:12])[C:9]4[CH:8]=[CH:7][C:6]([S:3]([CH2:1][CH3:2])(=[O:4])=[O:5])=[CH:14][CH:13]=4)[CH:35]=3)[C:39]2=[O:43])[CH2:49][CH2:48][C:47](=[O:50])[NH:46]1. The yield is 0.440. (4) The reactants are [C:1]1([OH:11])[C:10]2[C:5](=[CH:6][CH:7]=[CH:8][CH:9]=2)[CH:4]=[CH:3][CH:2]=1.I[CH2:13][CH2:14][CH2:15][CH2:16][CH2:17][CH3:18].C([O-])([O-])=O.[K+].[K+].O. The catalyst is C(#N)C. The product is [CH2:13]([O:11][C:1]1[C:10]2[C:5](=[CH:6][CH:7]=[CH:8][CH:9]=2)[CH:4]=[CH:3][CH:2]=1)[CH2:14][CH2:15][CH2:16][CH2:17][CH3:18]. The yield is 0.980.